Dataset: Reaction yield outcomes from USPTO patents with 853,638 reactions. Task: Predict the reaction yield, written as a fraction of the theoretical maximum amount of product (1.0 means a 100% yield; for example, 0.34 means a 34% yield). (1) The catalyst is O1CCCC1.C(#N)C.C(OCC)(=O)C. The yield is 0.530. The reactants are [F:1][C:2]1[C:10]2[C:5](=[C:6]([N:11]([CH3:20])[S:12]([C:15]3[S:16][CH:17]=[CH:18][CH:19]=3)(=[O:14])=[O:13])[CH:7]=[CH:8][CH:9]=2)[NH:4][C:3]=1[C:21]1[S:22][CH:23]([CH2:26][C:27]([OH:29])=O)[CH2:24][N:25]=1.Cl.C([N:33]=C=NCCCN(C)C)C.O.ON1C2C=CC=CC=2N=N1.N. The product is [F:1][C:2]1[C:10]2[C:5](=[C:6]([N:11]([CH3:20])[S:12]([C:15]3[S:16][CH:17]=[CH:18][CH:19]=3)(=[O:13])=[O:14])[CH:7]=[CH:8][CH:9]=2)[NH:4][C:3]=1[C:21]1[S:22][CH:23]([CH2:26][C:27]([NH2:33])=[O:29])[CH2:24][N:25]=1. (2) The reactants are [CH3:1][O:2][C:3]1[CH:8]=[CH:7][C:6]([CH2:9][CH2:10][CH2:11]O)=[CH:5][CH:4]=1.P(Br)(Br)[Br:14]. The catalyst is C1(C)C=CC=CC=1. The product is [CH3:1][O:2][C:3]1[CH:8]=[CH:7][C:6]([CH2:9][CH2:10][CH2:11][Br:14])=[CH:5][CH:4]=1. The yield is 0.610.